This data is from Full USPTO retrosynthesis dataset with 1.9M reactions from patents (1976-2016). The task is: Predict the reactants needed to synthesize the given product. Given the product [F:1][C:2]1[CH:9]=[CH:8][C:7]([C:10]2[C:11]([C:19]3[CH:24]=[CH:23][CH:22]=[C:21]([CH3:25])[N:20]=3)=[N:12][N:13]3[CH:18]=[CH:17][CH:16]=[CH:15][C:14]=23)=[CH:6][C:3]=1[CH2:4][NH:30][CH2:29][CH2:28][N:27]([CH3:31])[CH3:26], predict the reactants needed to synthesize it. The reactants are: [F:1][C:2]1[CH:9]=[CH:8][C:7]([C:10]2[C:11]([C:19]3[CH:24]=[CH:23][CH:22]=[C:21]([CH3:25])[N:20]=3)=[N:12][N:13]3[CH:18]=[CH:17][CH:16]=[CH:15][C:14]=23)=[CH:6][C:3]=1[CH:4]=O.[CH3:26][N:27]([CH3:31])[CH2:28][CH2:29][NH2:30].C(OC)(OC)OC.[BH4-].[Na+].